This data is from Peptide-MHC class I binding affinity with 185,985 pairs from IEDB/IMGT. The task is: Regression. Given a peptide amino acid sequence and an MHC pseudo amino acid sequence, predict their binding affinity value. This is MHC class I binding data. (1) The peptide sequence is NEMVLLTMK. The MHC is HLA-B44:02 with pseudo-sequence HLA-B44:02. The binding affinity (normalized) is 0.375. (2) The peptide sequence is ESSWPNHTF. The MHC is Mamu-A02 with pseudo-sequence Mamu-A02. The binding affinity (normalized) is 0.712. (3) The peptide sequence is GPATAQMAL. The MHC is HLA-B08:01 with pseudo-sequence HLA-B08:01. The binding affinity (normalized) is 0.0847. (4) The peptide sequence is YVFPVIFSK. The MHC is HLA-A29:02 with pseudo-sequence HLA-A29:02. The binding affinity (normalized) is 0.328. (5) The peptide sequence is ASEELMDKY. The MHC is HLA-B15:09 with pseudo-sequence HLA-B15:09. The binding affinity (normalized) is 0.0847. (6) The peptide sequence is MTVQGGETM. The MHC is HLA-B53:01 with pseudo-sequence HLA-B53:01. The binding affinity (normalized) is 0. (7) The binding affinity (normalized) is 0.535. The peptide sequence is RVFKETLFL. The MHC is HLA-C15:02 with pseudo-sequence HLA-C15:02.